This data is from Reaction yield outcomes from USPTO patents with 853,638 reactions. The task is: Predict the reaction yield, written as a fraction of the theoretical maximum amount of product (1.0 means a 100% yield; for example, 0.34 means a 34% yield). (1) The reactants are [CH3:1][C:2]1[N:11]=[C:10]([N:12]([C:14]2[CH:19]=[CH:18][C:17]([N+:20]([O-])=O)=[CH:16][CH:15]=2)[CH3:13])[C:9]2[C:4](=[CH:5][CH:6]=[CH:7][CH:8]=2)[N:3]=1. The catalyst is C(OCC)(=O)C.[Pd]. The product is [NH2:20][C:17]1[CH:18]=[CH:19][C:14]([N:12]([C:10]2[C:9]3[C:4](=[CH:5][CH:6]=[CH:7][CH:8]=3)[N:3]=[C:2]([CH3:1])[N:11]=2)[CH3:13])=[CH:15][CH:16]=1. The yield is 0.780. (2) The reactants are [C:1]([C:3]1[C:4]([O:15][CH3:16])=[C:5]([CH2:13]O)[C:6]2[C:11]([CH:12]=1)=[CH:10][CH:9]=[CH:8][CH:7]=2)#[N:2].[Na+].[I-:18]. The catalyst is C(#N)C. The product is [C:1]([C:3]1[C:4]([O:15][CH3:16])=[C:5]([CH2:13][I:18])[C:6]2[C:11]([CH:12]=1)=[CH:10][CH:9]=[CH:8][CH:7]=2)#[N:2]. The yield is 0.630. (3) The reactants are [OH:1][C:2]1[CH:10]=[CH:9][CH:8]=[CH:7][C:3]=1[C:4](O)=O.[C:11]([O-:14])([O-])=[O:12].[Cs+].[Cs+].CC(C)(C(=O)CC(=O)C(C)(C)C)C.Br[C:31]1[CH:32]=[C:33]2[C:37](=[CH:38][CH:39]=1)[N:36]([CH2:40][CH:41]([CH3:43])[CH3:42])[N:35]=[CH:34]2. The catalyst is CN1C(=O)CCC1.Cl[Cu]. The product is [CH2:40]([N:36]1[C:37]2[C:33](=[CH:32][C:31]([O:1][C:2]3[CH:10]=[CH:9][CH:8]=[CH:7][C:3]=3[CH2:4][C:11]([OH:14])=[O:12])=[CH:39][CH:38]=2)[CH:34]=[N:35]1)[CH:41]([CH3:43])[CH3:42]. The yield is 0.360. (4) The reactants are [Br:1][C:2]1[CH:3]=[N:4][CH:5]=[CH:6][C:7]=1Cl.C(=O)([O-])[O-].[Cs+].[Cs+].[NH:15]1[CH2:18][CH2:17][CH2:16]1. The catalyst is COCCOC. The product is [N:15]1([C:7]2[CH:6]=[CH:5][N:4]=[CH:3][C:2]=2[Br:1])[CH2:18][CH2:17][CH2:16]1. The yield is 0.990. (5) The reactants are Br[CH:2]1[CH2:14][CH2:13][C:12]2[C:11]3[C:6](=[CH:7][CH:8]=[C:9]([C:15]#[N:16])[CH:10]=3)[NH:5][C:4]=2[C:3]1=[O:17].[Li+].[Br-]. The catalyst is CN(C=O)C. The product is [OH:17][C:3]1[CH:2]=[CH:14][CH:13]=[C:12]2[C:4]=1[NH:5][C:6]1[CH:7]=[CH:8][C:9]([C:15]#[N:16])=[CH:10][C:11]2=1. The yield is 0.400. (6) The reactants are C[O:2][C:3]1[C:8]2[N:9]=[C:10]([NH:12][C:13]([C:15]3[S:16][C:17]([CH3:20])=[CH:18][CH:19]=3)=[O:14])[S:11][C:7]=2[C:6]([C:21]2[CH:26]=[CH:25][CH:24]=[CH:23][CH:22]=2)=[CH:5][CH:4]=1.B(Br)(Br)Br. The catalyst is C(OCC)(=O)C. The product is [OH:2][C:3]1[C:8]2[N:9]=[C:10]([NH:12][C:13]([C:15]3[S:16][C:17]([CH3:20])=[CH:18][CH:19]=3)=[O:14])[S:11][C:7]=2[C:6]([C:21]2[CH:26]=[CH:25][CH:24]=[CH:23][CH:22]=2)=[CH:5][CH:4]=1. The yield is 0.190.